From a dataset of NCI-60 drug combinations with 297,098 pairs across 59 cell lines. Regression. Given two drug SMILES strings and cell line genomic features, predict the synergy score measuring deviation from expected non-interaction effect. Drug 2: CC1C(C(CC(O1)OC2CC(CC3=C2C(=C4C(=C3O)C(=O)C5=CC=CC=C5C4=O)O)(C(=O)C)O)N)O. Cell line: U251. Synergy scores: CSS=56.7, Synergy_ZIP=-1.56, Synergy_Bliss=2.96, Synergy_Loewe=5.75, Synergy_HSA=7.56. Drug 1: C1=NC2=C(N=C(N=C2N1C3C(C(C(O3)CO)O)F)Cl)N.